From a dataset of Reaction yield outcomes from USPTO patents with 853,638 reactions. Predict the reaction yield, written as a fraction of the theoretical maximum amount of product (1.0 means a 100% yield; for example, 0.34 means a 34% yield). (1) The reactants are [O:1]1[CH2:5][CH2:4][CH2:3][CH:2]1[CH2:6][NH:7][C:8]1[CH:14]=[CH:13][C:12]([C:15]2[O:16][C:17]3[CH:23]=[CH:22][CH:21]=[CH:20][C:18]=3[N:19]=2)=[CH:11][C:9]=1[NH2:10].Cl.[C:25](=N)(OC)[CH3:26].O. The catalyst is CO. The product is [O:16]1[C:17]2[CH:23]=[CH:22][CH:21]=[CH:20][C:18]=2[N:19]=[C:15]1[C:12]1[CH:13]=[CH:14][C:8]2[N:7]([CH2:6][CH:2]3[CH2:3][CH2:4][CH2:5][O:1]3)[C:25]([CH3:26])=[N:10][C:9]=2[CH:11]=1. The yield is 0.790. (2) The reactants are [CH2:1]([CH:4]1[CH2:9][CH2:8][CH:7]([C:10]([OH:12])=[O:11])[CH2:6][CH2:5]1)[C:2]#[CH:3].[CH2:13](Cl)Cl.CO.[Si](C=[N+]=[N-])(C)(C)C. The catalyst is C(O)(=O)C. The product is [CH2:1]([CH:4]1[CH2:9][CH2:8][CH:7]([C:10]([O:12][CH3:13])=[O:11])[CH2:6][CH2:5]1)[C:2]#[CH:3]. The yield is 0.800. (3) The reactants are [F:1][C:2]1[CH:3]=[C:4]([C:12]2[C:13]3[O:20][C:19](/[CH:21]=[C:22]4/[C:23](=[O:29])[N:24]=[C:25](SC)[S:26]/4)=[CH:18][C:14]=3[CH:15]=[N:16][CH:17]=2)[CH:5]=[CH:6][C:7]=1[O:8][CH:9]([CH3:11])[CH3:10].CC(C)([O-])C.[K+].Cl.[CH3:37][NH2:38].O. The catalyst is C(O)(C)C. The product is [F:1][C:2]1[CH:3]=[C:4]([C:12]2[C:13]3[O:20][C:19](/[CH:21]=[C:22]4/[C:23](=[O:29])[N:24]=[C:25]([NH:38][CH3:37])[S:26]/4)=[CH:18][C:14]=3[CH:15]=[N:16][CH:17]=2)[CH:5]=[CH:6][C:7]=1[O:8][CH:9]([CH3:11])[CH3:10]. The yield is 0.300. (4) The reactants are C[N:2](C)[CH:3]=[N:4][C:5]([C:7]1[N:16]=[C:15]2[N:9]([CH2:10][CH2:11][O:12][C:13]3[CH:20]=[C:19]([Cl:21])[N:18]=[CH:17][C:14]=32)[CH:8]=1)=O.Cl.[F:24][C:25]1[CH:30]=[C:29]([F:31])[CH:28]=[CH:27][C:26]=1[NH:32]N. The catalyst is C(O)(=O)C. The product is [Cl:21][C:19]1[N:18]=[CH:17][C:14]2[C:15]3[N:9]([CH2:10][CH2:11][O:12][C:13]=2[CH:20]=1)[CH:8]=[C:7]([C:5]1[N:32]([C:26]2[CH:27]=[CH:28][C:29]([F:31])=[CH:30][C:25]=2[F:24])[N:2]=[CH:3][N:4]=1)[N:16]=3. The yield is 0.780. (5) The yield is 0.510. The reactants are Br[C:2]1[CH:3]=[C:4]2[C:9](=[CH:10][CH:11]=1)[N:8]=[C:7]([C:12]1[CH:13]=[N:14][CH:15]=[CH:16][CH:17]=1)[N:6]=[C:5]2[NH:18][CH3:19].[CH3:20][O:21][C:22]1[N:27]=[CH:26][C:25](B(O)O)=[CH:24][CH:23]=1.O.P([O-])([O-])([O-])=O.[K+].[K+].[K+]. The catalyst is O1CCOCC1.O.O. The product is [CH3:20][O:21][C:22]1[N:27]=[CH:26][C:25]([C:2]2[CH:3]=[C:4]3[C:9](=[CH:10][CH:11]=2)[N:8]=[C:7]([C:12]2[CH:13]=[N:14][CH:15]=[CH:16][CH:17]=2)[N:6]=[C:5]3[NH:18][CH3:19])=[CH:24][CH:23]=1.